This data is from Forward reaction prediction with 1.9M reactions from USPTO patents (1976-2016). The task is: Predict the product of the given reaction. (1) Given the reactants Br[C:2]([C:16]1[CH:21]=[CH:20][CH:19]=[C:18]([O:22][C:23]2[CH:28]=[CH:27][C:26]([C:29]([F:32])([F:31])[F:30])=[CH:25][N:24]=2)[CH:17]=1)=[C:3]1[CH2:8][CH2:7][N:6]([C:9]([O:11][C:12]([CH3:15])([CH3:14])[CH3:13])=[O:10])[CH2:5][CH2:4]1.[CH3:33]B(O)O.C(=O)([O-])[O-].[K+].[K+], predict the reaction product. The product is: [F:30][C:29]([F:32])([F:31])[C:26]1[CH:27]=[CH:28][C:23]([O:22][C:18]2[CH:17]=[C:16]([C:2](=[C:3]3[CH2:8][CH2:7][N:6]([C:9]([O:11][C:12]([CH3:15])([CH3:14])[CH3:13])=[O:10])[CH2:5][CH2:4]3)[CH3:33])[CH:21]=[CH:20][CH:19]=2)=[N:24][CH:25]=1. (2) Given the reactants FC(F)(F)C(O)=O.[F:8][C:9]1[CH:14]=[C:13]([F:15])[CH:12]=[CH:11][C:10]=1[N:16]1[CH:20]([C:21]2[S:22][C:23]([C:26]3[CH2:27][CH2:28][NH:29][CH2:30][CH:31]=3)=[CH:24][CH:25]=2)[CH2:19][C:18]([C:32]([F:38])([F:37])[C:33]([F:36])([F:35])[F:34])=[N:17]1.[CH3:39][N:40]([CH3:45])[S:41](Cl)(=[O:43])=[O:42], predict the reaction product. The product is: [F:8][C:9]1[CH:14]=[C:13]([F:15])[CH:12]=[CH:11][C:10]=1[N:16]1[CH:20]([C:21]2[S:22][C:23]([C:26]3[CH2:27][CH2:28][N:29]([S:41](=[O:43])(=[O:42])[N:40]([CH3:45])[CH3:39])[CH2:30][CH:31]=3)=[CH:24][CH:25]=2)[CH2:19][C:18]([C:32]([F:37])([F:38])[C:33]([F:35])([F:36])[F:34])=[N:17]1. (3) Given the reactants [Cl:1][C:2]1[CH:3]=[C:4]2[C:8](=[C:9]([NH2:11])[CH:10]=1)[NH:7][C:6]([C:12]1[CH:17]=[CH:16][CH:15]=[CH:14][CH:13]=1)=[CH:5]2.C[O:19][C:20]([CH:22]1[CH2:27][CH2:26][C:25](=O)[CH2:24][CH2:23]1)=[O:21], predict the reaction product. The product is: [Cl:1][C:2]1[CH:3]=[C:4]2[C:8](=[C:9]([NH:11][CH:25]3[CH2:26][CH2:27][CH:22]([C:20]([OH:21])=[O:19])[CH2:23][CH2:24]3)[CH:10]=1)[NH:7][C:6]([C:12]1[CH:17]=[CH:16][CH:15]=[CH:14][CH:13]=1)=[CH:5]2.